Dataset: Full USPTO retrosynthesis dataset with 1.9M reactions from patents (1976-2016). Task: Predict the reactants needed to synthesize the given product. Given the product [C:1]1([S:7]([CH2:9][CH2:10][N:11]2[C:19]3[CH:18]=[CH:17][CH:16]=[CH:15][C:14]=3[C:13]3[CH2:20][CH2:21][NH:22][CH2:23][CH2:24][C:12]2=3)=[O:8])[CH:2]=[CH:3][CH:4]=[CH:5][CH:6]=1, predict the reactants needed to synthesize it. The reactants are: [C:1]1([S:7]([CH2:9][CH2:10][N:11]2[C:19]3[CH:18]=[CH:17][CH:16]=[CH:15][C:14]=3[C:13]3[CH2:20][CH2:21][N:22](C(OC(C)(C)C)=O)[CH2:23][CH2:24][C:12]2=3)=[O:8])[CH:6]=[CH:5][CH:4]=[CH:3][CH:2]=1.